The task is: Predict the reaction yield, written as a fraction of the theoretical maximum amount of product (1.0 means a 100% yield; for example, 0.34 means a 34% yield).. This data is from Reaction yield outcomes from USPTO patents with 853,638 reactions. (1) The reactants are [C:1]([O:5][C:6]([N:8]1[CH2:12][CH:11]([O:13][C:14]2[C:23]3[C:18](=[CH:19][C:20]([O:24][CH3:25])=[CH:21][CH:22]=3)[CH:17]=[CH:16][N:15]=2)[CH2:10][CH:9]1[C:26](=[O:35])[NH:27]C1(C=C)CC1=C=O)=[O:7])([CH3:4])([CH3:3])[CH3:2].CN(C([O:43]N1N=NC2C=CC=NC1=2)=[N+](C)C)C.F[P-](F)(F)(F)(F)F.CCN(C(C)C)C(C)C.[CH2:69]([C:72]1([O:75][S:76](=[O:79])(=[O:78])[NH2:77])[CH2:74][CH2:73]1)[CH2:70][CH3:71].[CH2:80]1[CH2:90][CH2:89]N2[C:83](=NCCC2)[CH2:82][CH2:81]1. The catalyst is CN(C=O)C.CCOC(C)=O. The product is [C:1]([O:5][C:6]([N:8]1[CH2:12][CH:11]([O:13][C:14]2[C:23]3[C:18](=[CH:19][C:20]([O:24][CH3:25])=[CH:21][CH:22]=3)[CH:17]=[CH:16][N:15]=2)[CH2:10][CH:9]1[C:26](=[O:35])[NH:27][C:90]1([C:89]([NH:77][S:76]([O:75][C:72]2([CH2:69][CH2:70][CH3:71])[CH2:73][CH2:74]2)(=[O:78])=[O:79])=[O:43])[CH2:80][CH:81]1[CH:82]=[CH2:83])=[O:7])([CH3:4])([CH3:3])[CH3:2]. The yield is 0.390. (2) The reactants are [C:1](=O)([O-])[O-].[K+].[K+].C1([CH2:14][NH2:15])CCCCCC1.Cl[C:17]1[C:18]2[C:25]([C:26]3[CH:31]=[CH:30][C:29]([O:32][CH3:33])=[CH:28][CH:27]=3)=[C:24]([C:34]3[CH:39]=[CH:38][C:37]([O:40][CH3:41])=[CH:36][CH:35]=3)[O:23][C:19]=2[N:20]=[CH:21][N:22]=1.C(O[CH2:46][CH3:47])(=O)C.[CH2:48]1[CH2:52]O[CH2:50][CH2:49]1. No catalyst specified. The product is [CH:47]1([N:15]([CH3:14])[C:17]2[C:18]3[C:25]([C:26]4[CH:31]=[CH:30][C:29]([O:32][CH3:33])=[CH:28][CH:27]=4)=[C:24]([C:34]4[CH:39]=[CH:38][C:37]([O:40][CH3:41])=[CH:36][CH:35]=4)[O:23][C:19]=3[N:20]=[CH:21][N:22]=2)[CH2:46][CH2:1][CH2:52][CH2:48][CH2:49][CH2:50]1. The yield is 0.820. (3) The reactants are [F:1][C:2]1[CH:15]=[CH:14][CH:13]=[CH:12][C:3]=1[O:4][C:5]1[CH:10]=[CH:9][C:8](I)=[CH:7][CH:6]=1.[Li]CCCC.CC([O:24][B:25](OC(C)C)[O:26]C(C)C)C. No catalyst specified. The product is [F:1][C:2]1[CH:15]=[CH:14][CH:13]=[CH:12][C:3]=1[O:4][C:5]1[CH:10]=[CH:9][C:8]([B:25]([OH:26])[OH:24])=[CH:7][CH:6]=1. The yield is 0.900. (4) The reactants are [CH2:1]([C:4]([F:22])([F:21])[C:5]([F:20])([F:19])[C:6]([F:18])([F:17])[C:7]([F:16])([F:15])[C:8]([F:14])([F:13])[C:9]([F:12])([F:11])[F:10])[CH2:2][OH:3].[OH-].[K+].Br[CH2:26][CH2:27][CH2:28][CH2:29][CH2:30][CH2:31][CH2:32][CH2:33][CH2:34][CH:35]=[CH2:36]. The catalyst is CCCCCC. The product is [F:22][C:4]([F:21])([C:5]([F:19])([F:20])[C:6]([F:17])([F:18])[C:7]([F:15])([F:16])[C:8]([F:13])([F:14])[C:9]([F:12])([F:11])[F:10])[CH2:1][CH2:2][O:3][CH2:36][CH2:35][CH2:34][CH2:33][CH2:32][CH2:31][CH2:30][CH2:29][CH2:28][CH:27]=[CH2:26]. The yield is 0.640. (5) The reactants are [OH:1][N:2]=[C:3]([C@H:5]1[CH2:10][CH2:9][C@H:8]([C:11]([O:13][CH3:14])=[O:12])[CH2:7][CH2:6]1)[NH2:4].[C:15](Cl)(=O)[C:16]1[CH:21]=[CH:20][CH:19]=[CH:18][CH:17]=1.N1C=CC=CC=1.C1(C)C(C)=CC=CC=1. The catalyst is CCOC(C)=O. The product is [C:16]1([C:15]2[O:1][N:2]=[C:3]([C@H:5]3[CH2:6][CH2:7][C@H:8]([C:11]([O:13][CH3:14])=[O:12])[CH2:9][CH2:10]3)[N:4]=2)[CH:21]=[CH:20][CH:19]=[CH:18][CH:17]=1. The yield is 0.500. (6) The reactants are C[Al](C)C.[CH:5]([C:8]1[CH:14]=[CH:13][C:11]([NH2:12])=[CH:10][CH:9]=1)([CH3:7])[CH3:6].[CH3:15][O:16][C:17]1[CH:22]=[CH:21][CH:20]=[CH:19][C:18]=1[C:23]([NH:25]/[C:26](/[CH3:33])=[CH:27]\[C:28](OCC)=[O:29])=O. The catalyst is C1(C)C=CC=CC=1. The product is [CH3:33][C:26]1[N:25]=[C:23]([C:18]2[CH:19]=[CH:20][CH:21]=[CH:22][C:17]=2[O:16][CH3:15])[N:12]([C:11]2[CH:13]=[CH:14][C:8]([CH:5]([CH3:7])[CH3:6])=[CH:9][CH:10]=2)[C:28](=[O:29])[CH:27]=1. The yield is 0.220.